Dataset: Forward reaction prediction with 1.9M reactions from USPTO patents (1976-2016). Task: Predict the product of the given reaction. (1) The product is: [CH3:1][N:2]([CH2:16][CH2:17][N:18]([CH3:19])[S:3]([C:23]1[CH:22]=[CH:31][CH:30]=[C:9]([O:12][CH3:13])[CH:8]=1)(=[O:5])=[O:4])[S:3]([C:6]1[CH:11]=[CH:10][C:9]([O:12][CH3:13])=[C:8]([O:14][CH3:15])[CH:7]=1)(=[O:4])=[O:5]. Given the reactants [CH3:1][N:2]([CH2:16][CH2:17][NH:18][CH3:19])[S:3]([C:6]1[CH:11]=[CH:10][C:9]([O:12][CH3:13])=[C:8]([O:14][CH3:15])[CH:7]=1)(=[O:5])=[O:4].CN[CH2:22][CH2:23]NC.N1[CH2:31][CH2:30]NCC1, predict the reaction product. (2) Given the reactants [CH2:1]([N:8]1[CH2:13][CH2:12][NH:11][CH2:10][CH2:9]1)[C:2]1[CH:7]=[CH:6][CH:5]=[CH:4][CH:3]=1.C(=O)([O-])[O-].[K+].[K+].Cl[C:21]1[CH:26]=[CH:25][C:24]([N+:27]([O-:29])=[O:28])=[CH:23][CH:22]=1.O, predict the reaction product. The product is: [CH2:1]([N:8]1[CH2:13][CH2:12][N:11]([C:21]2[CH:26]=[CH:25][C:24]([N+:27]([O-:29])=[O:28])=[CH:23][CH:22]=2)[CH2:10][CH2:9]1)[C:2]1[CH:3]=[CH:4][CH:5]=[CH:6][CH:7]=1. (3) Given the reactants [CH:1]1([S:7][CH2:8][CH:9]2[CH2:14][CH:13]([C:15]3[CH:20]=[CH:19][C:18]([C:21]([F:24])([F:23])[F:22])=[CH:17][CH:16]=3)[CH2:12][N:11]([C:25]([N:27]3[CH2:32][CH2:31][O:30][CH2:29][CH2:28]3)=[O:26])[CH2:10]2)[CH2:6][CH2:5][CH2:4][CH2:3][CH2:2]1.ClC1C=C(C=CC=1)C(OO)=[O:38], predict the reaction product. The product is: [CH:1]1([S:7]([CH2:8][CH:9]2[CH2:14][CH:13]([C:15]3[CH:20]=[CH:19][C:18]([C:21]([F:24])([F:22])[F:23])=[CH:17][CH:16]=3)[CH2:12][N:11]([C:25]([N:27]3[CH2:32][CH2:31][O:30][CH2:29][CH2:28]3)=[O:26])[CH2:10]2)=[O:38])[CH2:2][CH2:3][CH2:4][CH2:5][CH2:6]1. (4) Given the reactants [NH2:1][NH:2][C:3]([NH2:5])=[S:4].[CH3:6][O:7][C:8]1[CH:9]=[C:10]([CH2:16][CH2:17][C:18]#N)[CH:11]=[CH:12][C:13]=1[O:14][CH3:15].N, predict the reaction product. The product is: [CH3:6][O:7][C:8]1[CH:9]=[C:10]([CH2:16][CH2:17][C:18]2[S:4][C:3]([NH2:5])=[N:2][N:1]=2)[CH:11]=[CH:12][C:13]=1[O:14][CH3:15]. (5) Given the reactants [Cl:1][C:2]1[CH:7]=[CH:6][C:5]([Cl:8])=[CH:4][C:3]=1[C:9]1[O:13][N:12]=[CH:11][C:10]=1[CH2:14][CH2:15][C:16]([OH:18])=[O:17].S(=O)(=O)(O)O.[CH3:24]O, predict the reaction product. The product is: [Cl:1][C:2]1[CH:7]=[CH:6][C:5]([Cl:8])=[CH:4][C:3]=1[C:9]1[O:13][N:12]=[CH:11][C:10]=1[CH2:14][CH2:15][C:16]([O:18][CH3:24])=[O:17]. (6) The product is: [Cl:21][C:17]1[N:16]=[C:15]2[N:14]=[C:13]([CH2:22][N:23]3[C:27]4[CH:28]=[N:29][CH:30]=[CH:31][C:26]=4[N:25]([CH:32]4[CH2:34][CH2:33]4)[C:24]3=[O:35])[N:12]([CH2:11][CH2:10][CH2:9][CH2:8][OH:7])[C:20]2=[CH:19][CH:18]=1. Given the reactants C([O:7][CH2:8][CH2:9][CH2:10][CH2:11][N:12]1[C:20]2[C:15](=[N:16][C:17]([Cl:21])=[CH:18][CH:19]=2)[N:14]=[C:13]1[CH2:22][N:23]1[C:27]2[CH:28]=[N:29][CH:30]=[CH:31][C:26]=2[N:25]([CH:32]2[CH2:34][CH2:33]2)[C:24]1=[O:35])(=O)C(C)(C)C.[OH-].[Li+], predict the reaction product. (7) Given the reactants C(OC([N:8]1[CH2:13][CH2:12][C:11]([F:21])([C:14]2[CH:19]=[CH:18][CH:17]=[CH:16][C:15]=2[F:20])[CH2:10][CH2:9]1)=O)(C)(C)C.[ClH:22], predict the reaction product. The product is: [ClH:22].[F:21][C:11]1([C:14]2[CH:19]=[CH:18][CH:17]=[CH:16][C:15]=2[F:20])[CH2:10][CH2:9][NH:8][CH2:13][CH2:12]1.